This data is from Full USPTO retrosynthesis dataset with 1.9M reactions from patents (1976-2016). The task is: Predict the reactants needed to synthesize the given product. Given the product [CH3:1][O:2][CH2:3][C:4]([NH:6][C:7]1[CH:8]=[C:9]2[C:13](=[CH:14][C:15]=1[Br:20])[CH2:12][CH2:11][CH2:10]2)=[O:5], predict the reactants needed to synthesize it. The reactants are: [CH3:1][O:2][CH2:3][C:4]([NH:6][C:7]1[CH:8]=[C:9]2[C:13](=[CH:14][CH:15]=1)[CH2:12][CH2:11][CH2:10]2)=[O:5].C(O)(=O)C.[Br:20]Br.